Dataset: Forward reaction prediction with 1.9M reactions from USPTO patents (1976-2016). Task: Predict the product of the given reaction. (1) Given the reactants [Si:1]([O:8][CH2:9][CH2:10][CH2:11][CH2:12][CH2:13][CH2:14][OH:15])([C:4]([CH3:7])([CH3:6])[CH3:5])([CH3:3])[CH3:2].C(N(CC)CC)C.[S:23](Cl)([CH3:26])(=[O:25])=[O:24].O, predict the reaction product. The product is: [CH3:26][S:23]([O:15][CH2:14][CH2:13][CH2:12][CH2:11][CH2:10][CH2:9][O:8][Si:1]([C:4]([CH3:6])([CH3:7])[CH3:5])([CH3:3])[CH3:2])(=[O:25])=[O:24]. (2) Given the reactants [NH2:1][C:2]1[C:7]([N+:8]([O-:10])=[O:9])=[C:6](Cl)[N:5]=[CH:4][N:3]=1.[NH2:12][CH:13]([C:15]1[CH:20]=[CH:19][C:18]([OH:21])=[CH:17][CH:16]=1)[CH3:14].CCN(CC)CC.C(O)(=O)CC(CC(O)=O)(C(O)=O)O, predict the reaction product. The product is: [NH2:1][C:2]1[N:3]=[CH:4][N:5]=[C:6]([NH:12][CH:13]([C:15]2[CH:20]=[CH:19][C:18]([OH:21])=[CH:17][CH:16]=2)[CH3:14])[C:7]=1[N+:8]([O-:10])=[O:9]. (3) Given the reactants [C:1]([O:5][C:6]([NH:8][C:9]1[CH:14]=[CH:13][C:12]([NH:15][C:16]([O:18][C:19]([CH3:22])([CH3:21])[CH3:20])=[O:17])=[CH:11][C:10]=1Br)=[O:7])([CH3:4])([CH3:3])[CH3:2].C[Li].C([Li])(C)(C)C.CN(C)[CH:33]=[O:34], predict the reaction product. The product is: [C:1]([O:5][C:6](=[O:7])[NH:8][C:9]1[CH:14]=[CH:13][C:12]([NH:15][C:16]([O:18][C:19]([CH3:22])([CH3:21])[CH3:20])=[O:17])=[CH:11][C:10]=1[CH:33]=[O:34])([CH3:4])([CH3:3])[CH3:2].